Dataset: Peptide-MHC class II binding affinity with 134,281 pairs from IEDB. Task: Regression. Given a peptide amino acid sequence and an MHC pseudo amino acid sequence, predict their binding affinity value. This is MHC class II binding data. (1) The peptide sequence is YAAALVAMPTLAELA. The MHC is HLA-DPA10201-DPB10101 with pseudo-sequence HLA-DPA10201-DPB10101. The binding affinity (normalized) is 0.443. (2) The peptide sequence is PADKYKTLEAAFTVS. The MHC is DRB4_0101 with pseudo-sequence DRB4_0103. The binding affinity (normalized) is 0.254. (3) The peptide sequence is ATERFRWLLIDLLRE. The MHC is DRB5_0101 with pseudo-sequence DRB5_0101. The binding affinity (normalized) is 0.603. (4) The MHC is DRB1_0802 with pseudo-sequence DRB1_0802. The peptide sequence is AVKVAATAANAAPAN. The binding affinity (normalized) is 0.450. (5) The peptide sequence is YPEDPVKLASIVKAS. The binding affinity (normalized) is 0.278. The MHC is DRB3_0101 with pseudo-sequence DRB3_0101. (6) The peptide sequence is GTLHDKKSMGDDHFW. The binding affinity (normalized) is 0.0839. The MHC is DRB5_0101 with pseudo-sequence DRB5_0101. (7) The peptide sequence is EKKYFAATQFEPLEA. The MHC is HLA-DPA10201-DPB10501 with pseudo-sequence HLA-DPA10201-DPB10501. The binding affinity (normalized) is 0.791.